From a dataset of Catalyst prediction with 721,799 reactions and 888 catalyst types from USPTO. Predict which catalyst facilitates the given reaction. (1) Reactant: [CH:1]([C:3]1[C:11]2[C:6](=[CH:7][C:8]([C:12]#[N:13])=[CH:9][CH:10]=2)[NH:5][CH:4]=1)=[O:2].[H-].[Na+].[CH3:16]I.O. Product: [CH:1]([C:3]1[C:11]2[C:6](=[CH:7][C:8]([C:12]#[N:13])=[CH:9][CH:10]=2)[N:5]([CH3:16])[CH:4]=1)=[O:2]. The catalyst class is: 3. (2) Reactant: [Cl:1][C:2]1[CH:7]=[CH:6][C:5]([C:8]2[N:9]([C:22]3[CH:27]=[CH:26][C:25]([S:28]([CH3:31])(=[O:30])=[O:29])=[CH:24][CH:23]=3)[CH:10]=[C:11]([CH2:13][O:14]C3C=CC(C)=CC=3)[N:12]=2)=[CH:4][CH:3]=1.C[OH:33]. Product: [Cl:1][C:2]1[CH:3]=[CH:4][C:5]([C:8]2[N:9]([C:22]3[CH:23]=[CH:24][C:25]([S:28]([CH3:31])(=[O:30])=[O:29])=[CH:26][CH:27]=3)[CH:10]=[C:11]([C:13]([OH:33])=[O:14])[N:12]=2)=[CH:6][CH:7]=1. The catalyst class is: 74.